Dataset: Reaction yield outcomes from USPTO patents with 853,638 reactions. Task: Predict the reaction yield, written as a fraction of the theoretical maximum amount of product (1.0 means a 100% yield; for example, 0.34 means a 34% yield). (1) The reactants are [NH:1]1[C:9]2[C:4](=[CH:5][CH:6]=[CH:7][CH:8]=2)[CH:3]=[CH:2]1.C[Mg]Br.[C:13]1([C:23](Cl)=[O:24])[C:22]2[C:17](=[CH:18][CH:19]=[CH:20][CH:21]=2)[CH:16]=[CH:15][CH:14]=1.[Cl-].[NH4+]. The catalyst is CCOCC. The product is [C:13]1([C:23]([C:3]2[C:4]3[C:9](=[CH:8][CH:7]=[CH:6][CH:5]=3)[NH:1][CH:2]=2)=[O:24])[C:22]2[C:17](=[CH:18][CH:19]=[CH:20][CH:21]=2)[CH:16]=[CH:15][CH:14]=1. The yield is 0.910. (2) No catalyst specified. The product is [F:47][C:13]1[CH:14]=[C:15]([C:18]([NH:40][S@@:41]([C:43]([CH3:46])([CH3:45])[CH3:44])=[O:42])([C:26]2[CH:31]=[C:30]([O:32][C:33]([F:37])([F:38])[CH:34]([F:35])[F:36])[CH:29]=[C:28]([F:39])[CH:27]=2)[CH2:19][C:20]2[CH:21]=[CH:22][CH:23]=[CH:24][CH:25]=2)[CH:16]=[CH:17][C:12]=1[OH:11]. The yield is 0.870. The reactants are C[O-].[Na+].[Si]([O:11][C:12]1[CH:17]=[CH:16][C:15]([C:18]([NH:40][S@@:41]([C:43]([CH3:46])([CH3:45])[CH3:44])=[O:42])([C:26]2[CH:31]=[C:30]([O:32][C:33]([F:38])([F:37])[CH:34]([F:36])[F:35])[CH:29]=[C:28]([F:39])[CH:27]=2)[CH2:19][C:20]2[CH:25]=[CH:24][CH:23]=[CH:22][CH:21]=2)=[CH:14][C:13]=1[F:47])(C(C)(C)C)(C)C.